From a dataset of Full USPTO retrosynthesis dataset with 1.9M reactions from patents (1976-2016). Predict the reactants needed to synthesize the given product. Given the product [OH:1][C:2]1[C:7]([CH3:8])=[C:6]([CH3:9])[C:5]([OH:10])=[CH:4][C:3]=1[C:14](=[O:16])[CH3:15], predict the reactants needed to synthesize it. The reactants are: [OH:1][C:2]1[C:7]([CH3:8])=[C:6]([CH3:9])[C:5]([O:10]C(=O)C)=[CH:4][C:3]=1[C:14](=[O:16])[CH3:15].C(=O)([O-])[O-].[K+].[K+].O.Cl.